This data is from Full USPTO retrosynthesis dataset with 1.9M reactions from patents (1976-2016). The task is: Predict the reactants needed to synthesize the given product. (1) Given the product [S:15]1[CH:16]=[CH:17][CH:18]=[C:14]1[C:4]1[CH:5]=[C:6]([F:9])[CH:7]=[CH:8][C:3]=1[O:2][CH3:1], predict the reactants needed to synthesize it. The reactants are: [CH3:1][O:2][C:3]1[CH:8]=[CH:7][C:6]([F:9])=[CH:5][C:4]=1B(O)O.Br[C:14]1[S:15][CH:16]=[CH:17][CH:18]=1.C(=O)([O-])[O-].[K+].[K+].C([O-])(=O)C. (2) The reactants are: Cl.[CH3:2][N:3]([CH3:36])[C:4]1([C:30]2[CH:35]=[CH:34][CH:33]=[CH:32][CH:31]=2)[CH2:9][CH2:8][CH:7]([NH:10][C:11]([N:13]2[CH2:18][CH2:17][CH:16]([C:19]3[C:27]4[C:22](=[CH:23][CH:24]=[C:25]([O:28][CH3:29])[CH:26]=4)[NH:21][CH:20]=3)[CH2:15][CH2:14]2)=[O:12])[CH2:6][CH2:5]1.[Cl:37][Si](C)(C)C. Given the product [ClH:37].[CH3:36][N:3]([CH3:2])[C:4]1([C:30]2[CH:31]=[CH:32][CH:33]=[CH:34][CH:35]=2)[CH2:9][CH2:8][CH:7]([NH:10][C:11]([N:13]2[CH2:14][CH2:15][CH:16]([C:19]3[C:27]4[C:22](=[CH:23][CH:24]=[C:25]([O:28][CH3:29])[CH:26]=4)[NH:21][CH:20]=3)[CH2:17][CH2:18]2)=[O:12])[CH2:6][CH2:5]1.[CH3:36][N:3]([CH3:2])[C:4]1([C:30]2[CH:31]=[CH:32][CH:33]=[CH:34][CH:35]=2)[CH2:9][CH2:8][CH:7]([NH:10][C:11]([N:13]2[CH2:14][CH2:15][CH:16]([C:19]3[C:27]4[C:22](=[CH:23][CH:24]=[C:25]([O:28][CH3:29])[CH:26]=4)[NH:21][CH:20]=3)[CH2:17][CH2:18]2)=[O:12])[CH2:6][CH2:5]1, predict the reactants needed to synthesize it. (3) Given the product [NH2:15][C:16]1[CH:17]=[CH:18][CH:21]=[C:22]([C:4]#[C:3][C:2]([CH3:6])([CH3:5])[CH3:1])[CH:23]=1, predict the reactants needed to synthesize it. The reactants are: [CH3:1][C:2]([CH3:6])([CH3:5])[C:3]#[CH:4].C1(C#C)C=CC=CC=1.[NH2:15][C:16]1[CH:17]=[C:18]([CH:21]=[CH:22][CH:23]=1)C#N. (4) Given the product [Br:1][C:2]1[CH:7]=[C:6]([CH:8]2[CH2:9][CH:14]=[CH:13][CH2:12]2)[CH:5]=[CH:4][C:3]=1[O:15][CH3:16], predict the reactants needed to synthesize it. The reactants are: [Br:1][C:2]1[CH:7]=[C:6]([CH:8]([CH2:12][CH:13]=[CH2:14])[CH2:9]C=C)[CH:5]=[CH:4][C:3]=1[O:15][CH3:16]. (5) Given the product [N+:1]([C:4]1[CH:13]=[CH:12][CH:11]=[C:10]2[C:5]=1[CH:6]=[CH:7][N:18]([CH2:19][C:20]([NH2:22])=[O:21])[C:9]2=[O:14])([O-:3])=[O:2], predict the reactants needed to synthesize it. The reactants are: [N+:1]([C:4]1[CH:13]=[CH:12][CH:11]=[C:10]2[C:5]=1[CH:6]=[CH:7]O[C:9]2=[O:14])([O-:3])=[O:2].CO.Cl.[NH2:18][CH2:19][C:20]([NH2:22])=[O:21].C(N(CC)CC)C.